This data is from Reaction yield outcomes from USPTO patents with 853,638 reactions. The task is: Predict the reaction yield, written as a fraction of the theoretical maximum amount of product (1.0 means a 100% yield; for example, 0.34 means a 34% yield). (1) The reactants are Br[C:2]1[C:3](=[O:19])[N:4]([C:9]2[CH:14]=[CH:13][CH:12]=[C:11]([C:15]([F:18])([F:17])[F:16])[CH:10]=2)[C:5]([CH3:8])=[CH:6][N:7]=1.C1C=CC(P(C2C=CC=CC=2)C2C=CC=CC=2)=CC=1.[CH3:39][S:40]([C:43]1[CH:44]=[CH:45][C:46](N)=[N:47][CH:48]=1)(=[O:42])=[O:41].[CH2:50]([N:52]([CH2:55]C)CC)C.C[OH:58]. The catalyst is CC([O-])=O.CC([O-])=O.[Pd+2]. The product is [CH3:8][C:5]1[N:4]([C:9]2[CH:14]=[CH:13][CH:12]=[C:11]([C:15]([F:18])([F:17])[F:16])[CH:10]=2)[C:3](=[O:19])[C:2]([C:50]([NH:52][CH2:55][C:46]2[CH:45]=[CH:44][C:43]([S:40]([CH3:39])(=[O:42])=[O:41])=[CH:48][N:47]=2)=[O:58])=[N:7][CH:6]=1. The yield is 0.530. (2) The reactants are [OH:1][C@@H:2]([C:13]1[CH:18]=[CH:17][CH:16]=[CH:15][CH:14]=1)[CH2:3][O:4][C:5]1[CH:12]=[CH:11][C:8]([CH:9]=O)=[CH:7][CH:6]=1.[S:19]1[CH2:23][C:22](=[O:24])[NH:21][C:20]1=[O:25].N1CCCCC1. The catalyst is CCO.C(O)(=O)C. The product is [OH:1][CH:2]([C:13]1[CH:18]=[CH:17][CH:16]=[CH:15][CH:14]=1)[CH2:3][O:4][C:5]1[CH:12]=[CH:11][C:8]([CH:9]=[C:23]2[S:19][C:20](=[O:25])[NH:21][C:22]2=[O:24])=[CH:7][CH:6]=1. The yield is 0.860. (3) The reactants are [CH2:1]([NH:3][C:4]1[C:5]([CH2:12][O:13][CH2:14][O:15][CH3:16])=[N:6][C:7]([O:10][CH3:11])=[CH:8][CH:9]=1)[CH3:2].[CH:17]1([CH:22]=O)[CH2:21][CH2:20][CH2:19][CH2:18]1.C(O[BH-](OC(=O)C)OC(=O)C)(=O)C.[Na+].O. The catalyst is ClCCCl. The product is [CH:17]1([CH2:22][N:3]([CH2:1][CH3:2])[C:4]2[C:5]([CH2:12][O:13][CH2:14][O:15][CH3:16])=[N:6][C:7]([O:10][CH3:11])=[CH:8][CH:9]=2)[CH2:18][CH2:19][CH2:20][CH2:21]1. The yield is 0.860. (4) The reactants are [H-].[Na+].[F:3][C:4]1[CH:20]=[CH:19][C:7]([C:8]([NH:10][CH2:11][CH2:12][C:13]2[O:14][C:15]([CH3:18])=[CH:16][CH:17]=2)=[O:9])=[CH:6][CH:5]=1.I[CH3:22]. The catalyst is C1COCC1. The product is [F:3][C:4]1[CH:5]=[CH:6][C:7]([C:8]([N:10]([CH3:22])[CH2:11][CH2:12][C:13]2[O:14][C:15]([CH3:18])=[CH:16][CH:17]=2)=[O:9])=[CH:19][CH:20]=1. The yield is 0.840. (5) The reactants are [NH2:1][C@@H:2]([CH:8]([CH3:10])[CH3:9])[CH:3]([OH:7])[C:4]([OH:6])=[O:5].[OH-].[Na+].O1CCOCC1.Cl[C:20]([O:22][CH2:23][C:24]1[CH:29]=[CH:28][CH:27]=[CH:26][CH:25]=1)=[O:21]. The catalyst is O. The product is [CH2:23]([O:22][C:20]([NH:1][C@@H:2]([CH:8]([CH3:10])[CH3:9])[CH:3]([OH:7])[C:4]([OH:6])=[O:5])=[O:21])[C:24]1[CH:29]=[CH:28][CH:27]=[CH:26][CH:25]=1. The yield is 0.920.